Dataset: Drug-target binding data from BindingDB using IC50 measurements. Task: Regression. Given a target protein amino acid sequence and a drug SMILES string, predict the binding affinity score between them. We predict pIC50 (pIC50 = -log10(IC50 in M); higher means more potent). Dataset: bindingdb_ic50. (1) The small molecule is Cc1[nH]c2nc(N)[nH]c(=O)c2c1Sc1ccc(C(=O)N[C@@H](CCC(=O)O)C(=O)O)c(Cl)c1. The target protein sequence is MKQYLELMQKVLDEGTQKNDRTGTGTLSIFGHQMRFNLQDGFPLVTTKRCHLRSIIHELLWFLQGDTNIAYLHENNVTIWDEWADENGDLGPVYGKQWRAWPTPDGRHIDQITTVLNQLKNDPDSRRIIVSAWNVGELDKMALAPCHAFFQFYVADGKLSCQLYQRSCDVFLGLPFNIASYALLVHMMAQQCDLEVGDFVWIGGDTHLYSNHMDQTHLQLSREPRPLPKLIIKRKPESIFDYRFEDFEIEGYDPHPGIKAPVAI. The pIC50 is 5.3. (2) The drug is Cc1cc2c(F)c(Oc3ncnc(N)c3/C=N/OCCN3CCCC3)ccc2[nH]1. The target protein (O08775) has sequence MESRALLAVALWFCVETRAASVGLPGDSLHPPKLSTQKDILTILANTTLQITCRGQRDLDWLWPNTPRDSEERVLVTECGDSIFCKTLTVPRVVGNDTGAYKCFYRDTDVSSIVYVYVQDHRSPFIASVSDEHGIVYITENKNKTVVIPCRGSISNLNVSLCARYPEKRFVPDGNRISWDSEKGFTIPSYMISYAGMVFCEAKINDETYQSIMYIVLVVGYRIYDVVLSPPHEIELSAGEKLVLNCTARTELNVGLDFSWQFPSSKHQHKKIVNRDVKSLPGTVAKMFLSTLTIDSVTKSDQGEYTCTAYSGLMTKKNKTFVRVHTKPFIAFGSGMKSLVEATVGSQVRIPVKYLSYPAPDIKWYRNGRPIESNYTMIVGDELTIMEVSERDAGNYTVILTNPISMEKQSHMVSLVVNVPPQIGEKALISPMDSYQYGTMQTLTCTVYANPPLHHIQWYWQLEEACSYRPSQTNPYTCKEWRHVKDFQGGNKIEVTKNQY.... The pIC50 is 6.7. (3) The small molecule is C[N+](C)=c1ccn(CC2CC2Cn2ccc(=[N+](C)C)cc2)cc1. The target protein (P23795) has sequence MRPPWCPLHTPSLTPPLLLLLFLIGGGAEAEGPEDPELLVMVRGGRLRGLRLMAPRGPVSAFLGIPFAEPPVGPRRFLPPEPKRPWPGVLNATAFQSVCYQYVDTLYPGFEGTEMWNPNRELSEDCLYLNVWTPYPRPSSPTPVLVWIYGGGFYSGASSLDVYDGRFLTQAEGTVLVSMNYRVGAFGFLALPGSREAPGNVGLLDQRLALQWVQENVAAFGGDPTSVTLFGESAGAASVGMHLLSPPSRGLFHRAVLQSGAPNGPWATVGVGEARRRATLLARLVGCPPGGAGGNDTELVACLRARPAQDLVDHEWRVLPQESVFRFSFVPVVDGDFLSDTPEALINAGDFHGLQVLVGVVKDEGSYFLVYGAPGFSKDNESLISRAQFLAGVRVGVPQASDLAAEAVVLHYTDWLHPEDPARLREALSDVVGDHNVVCPVAQLAGRLAAQGARVYAYIFEHRASTLSWPLWMGVPHGYEIEFIFGLPLEPSLNYTIEER.... The pIC50 is 5.1. (4) The drug is c1ccc(-c2ccccc2OCCCCCCCn2cc(-c3cccnc3)nn2)cc1. The pIC50 is 7.5. The target protein (Q99KQ4) has sequence MNAAAEAEFNILLATDSYKVTHYKQYPPNTSKVYSYFECREKKTENSKVRKVKYEETVFYGLQYILNKYLKGKVVTKEKIQEAKEVYREHFQDDVFNERGWNYILEKYDGHLPIEVKAVPEGSVIPRGNVLFTVENTDPECYWLTNWIETILVQSWYPITVATNSREQKKILAKYLLETSGNLDGLEYKLHDFGYRGVSSQETAGIGASAHLVNFKGTDTVAGIALIKKYYGTKDPVPGYSVPAAEHSTITAWGKDHEKDAFEHIVTQFSSVPVSVVSDSYDIYNACEKIWGEDLRHLIVSRSTEAPLIIRPDSGNPLDTVLKVLDILGKKFPVTENSKGYKLLPPYLRVIQGDGVDINTLQEIVEGMKQKKWSIENVSFGSGGALLQKLTRDLLNCSFKCSYVVTNGLGVNVFKDPVADPNKRSKKGRLSLHRTPAGNFVTLEEGKGDLEEYGHDLLHTVFKNGKVTKSYSFDEVRKNAQLNIEQDVAPH. (5) The small molecule is CC#CCn1c(N2CCC[C@@H](N)C2)nc2c1c(=O)n(Cc1nc(C)c3ccccc3n1)c(=O)n2C. The pIC50 is 4.4. The target protein (P14859) has sequence MNNPSETSKPSMESGDGNTGTQTNGLDFQKQPVPVGGAISTAQAQAFLGHLHQVQLAGTSLQAAAQSLNVQSKSNEESGDSQQPSQPSQQPSVQAAIPQTQLMLAGGQITGLTLTPAQQQLLLQQAQAQAQLLAAAVQQHSASQQHSAAGATISASAATPMTQIPLSQPIQIAQDLQQLQQLQQQNLNLQQFVLVHPTTNLQPAQFIISQTPQGQQGLLQAQNLLTQLPQQSQANLLQSQPSITLTSQPATPTRTIAATPIQTLPQSQSTPKRIDTPSLEEPSDLEELEQFAKTFKQRRIKLGFTQGDVGLAMGKLYGNDFSQTTISRFEALNLSFKNMCKLKPLLEKWLNDAENLSSDSSLSSPSALNSPGIEGLSRRRKKRTSIETNIRVALEKSFLENQKPTSEEITMIADQLNMEKEVIRVWFCNRRQKEKRINPPSSGGTSSSPIKAIFPSPTSLVATTPSLVTSSAATTLTVSPVLPLTSAAVTNLSVTGTSDT.... (6) The small molecule is O=c1[nH]c(OCCCOc2ccccc2Cl)nc2ncccc12. The target protein (Q80Z39) has sequence MSKQNHFLVINGKNCCVFRDENIAKVLPPVLGLEFVFGLLGNGLALWIFCFHLKSWKSSRIFLFNLAVADFLLIICLPFLTDNYVQNWDWRFGSIPCRVMLFMLAMNRQGSIIFLTVVAVDRYFRVVHPHHFLNKISNRTAAIISCFLWGITIGLTVHLLYTDMMTRNGDANLCSSFSICYTFRWHDAMFLLEFFLPLGIILFCSGRIIWSLRQRQMDRHVKIKRAINFIMVVAIVFVICFLPSVAVRIRIFWLLYKHNVRNCDIYSSVDLAFFTTLSFTYMNSMLDPVVYYFSSPSFPNFFSTCINRCLRRKTLGEPDNNRSTSVELTGDPSTIRSIPGALMTDPSEPGSPPYLASTSR. The pIC50 is 5.8. (7) The small molecule is CN1CCN(Cc2ccc(-n3c(=O)ccc4cnc5ccc(-c6cnc7ccccc7c6)cc5c43)cc2)CC1. The target protein (Q9JLN9) has sequence MLGTGPAVATASAATSSNVSVLQQFASGLKSRNEETRAKAAKELQHYVTMELREMSQEESTRFYDQLNHHIFELVSSSDANERKGGILAIASLIGVEGGNSTRIGRFANYLRNLLPSSDPVVMEMASKAIGRLAMAGDTFTAEYVEFEVKRALEWLGADRNEGRRHAAVLVLRELAISVPTFFFQQVQPFFDNIFVAVWDPKQAIREGAVAALRACLILTTQREPKEMQKPQWYRHTFEEAEKGFDETLAKEKGMNRDDRIHGALLILNELVRISSMEGERLREEMEEITQQQLVHDKYCKDLMGFGTKPRHITPFTSFQAVQPQQPNALVGLLGYSSPQGLMGFGTSPSPAKSTLVESRCCRDLMEEKFDQVCQWVLKCRSSKNSLIQMTILNLLPRLAAFRPSAFTDTQYLQDTMNHVLSCVKKEKERTAAFQALGLLSVAVRSEFKVYLPRVLDIIRAALPPKDFAHKRQKTVQVDATVFTCISMLARAMGPGIQQD.... The pIC50 is 6.6.